Regression. Given two drug SMILES strings and cell line genomic features, predict the synergy score measuring deviation from expected non-interaction effect. From a dataset of NCI-60 drug combinations with 297,098 pairs across 59 cell lines. Drug 1: COC1=CC(=CC(=C1O)OC)C2C3C(COC3=O)C(C4=CC5=C(C=C24)OCO5)OC6C(C(C7C(O6)COC(O7)C8=CC=CS8)O)O. Drug 2: CC1C(C(CC(O1)OC2CC(CC3=C2C(=C4C(=C3O)C(=O)C5=CC=CC=C5C4=O)O)(C(=O)C)O)N)O. Cell line: HCC-2998. Synergy scores: CSS=79.3, Synergy_ZIP=-1.80, Synergy_Bliss=5.33, Synergy_Loewe=6.63, Synergy_HSA=8.13.